From a dataset of Reaction yield outcomes from USPTO patents with 853,638 reactions. Predict the reaction yield, written as a fraction of the theoretical maximum amount of product (1.0 means a 100% yield; for example, 0.34 means a 34% yield). (1) The reactants are [I:1][C:2]1[CH:10]=[CH:9][C:5]([C:6]([OH:8])=O)=[C:4]([O:11][CH3:12])[CH:3]=1.CN(C(O[N:21]1N=N[C:23]2C=CC=[N:27][C:22]1=2)=[N+](C)C)C.F[P-](F)(F)(F)(F)F.CCN(C(C)C)C(C)C.C1C=CC2N(O)N=NC=2C=1.C(=NO)(N)C. The catalyst is CN(C=O)C. The product is [I:1][C:2]1[CH:10]=[CH:9][C:5]([C:6]2[O:8][N:27]=[C:22]([CH3:23])[N:21]=2)=[C:4]([O:11][CH3:12])[CH:3]=1. The yield is 0.390. (2) The reactants are [Cl:1][C:2]1[CH:7]=[C:6]([C:8]2[CH:9]=[N:10][C:11]([C:14]([F:17])([F:16])[F:15])=[N:12][CH:13]=2)[N:5]=[CH:4][C:3]=1[CH2:18][OH:19].C1C=C[NH+]=CC=1.[O-][Cr](Cl)(=O)=O. The yield is 0.570. The catalyst is ClCCl. The product is [Cl:1][C:2]1[CH:7]=[C:6]([C:8]2[CH:13]=[N:12][C:11]([C:14]([F:15])([F:17])[F:16])=[N:10][CH:9]=2)[N:5]=[CH:4][C:3]=1[CH:18]=[O:19]. (3) The reactants are Cl.[O:2]1[C:6]2[CH:7]=[CH:8][CH:9]=[C:10]([CH:11]3[CH2:16][CH2:15][N:14]([CH2:17][CH2:18][C@H:19]4[CH2:24][CH2:23][C@H:22]([NH2:25])[CH2:21][CH2:20]4)[CH2:13][CH2:12]3)[C:5]=2[O:4][CH2:3]1.C(N(CC)C(C)C)(C)C.[CH3:35][S:36](Cl)(=[O:38])=[O:37].C([O-])(O)=O.[Na+]. The catalyst is ClCCl. The product is [O:2]1[C:6]2[CH:7]=[CH:8][CH:9]=[C:10]([CH:11]3[CH2:16][CH2:15][N:14]([CH2:17][CH2:18][C@H:19]4[CH2:20][CH2:21][C@H:22]([NH:25][S:36]([CH3:35])(=[O:38])=[O:37])[CH2:23][CH2:24]4)[CH2:13][CH2:12]3)[C:5]=2[O:4][CH2:3]1. The yield is 0.485. (4) The reactants are C(OC([NH:8][CH:9]([CH2:12][C:13]1[CH:18]=[CH:17][CH:16]=[CH:15][CH:14]=1)[CH:10]=O)=O)(C)(C)C.[C:19]1(S(CP(OCC)(=O)OCC)(=O)=O)[CH:24]=[CH:23][CH:22]=[CH:21][CH:20]=1.C[O-].[Na+].[CH:40]([S:42]([CH:45]=[CH2:46])(=[O:44])=[O:43])=C.[ClH:47]. The catalyst is CCOC(C)=O. The product is [ClH:47].[C:19]1([CH:12]([C:13]2[CH:14]=[CH:15][CH:16]=[CH:17][CH:18]=2)[C@H:9]([NH2:8])[CH:10]=[CH:40][S:42]([CH:45]=[CH:46][C@@H:9]([NH2:8])[CH:12]([C:19]2[CH:20]=[CH:21][CH:22]=[CH:23][CH:24]=2)[C:13]2[CH:18]=[CH:17][CH:16]=[CH:15][CH:14]=2)(=[O:44])=[O:43])[CH:24]=[CH:23][CH:22]=[CH:21][CH:20]=1. The yield is 0.880. (5) The reactants are Br[C:2]1[CH:7]=[CH:6][CH:5]=[CH:4][N:3]=1.[CH2:8]([C:12]1[O:13][C:14]2[C:20]([F:21])=[CH:19][C:18]([F:22])=[CH:17][C:15]=2[N:16]=1)[CH2:9][C:10]#[CH:11]. No catalyst specified. The product is [F:22][C:18]1[CH:19]=[C:20]([F:21])[C:14]2[O:13][C:12]([CH2:8][CH2:9][C:10]#[C:11][C:2]3[CH:7]=[CH:6][CH:5]=[CH:4][N:3]=3)=[N:16][C:15]=2[CH:17]=1. The yield is 0.200. (6) The reactants are [F:1][C:2]1([F:15])[O:7][C:6]2[CH:8]=[CH:9][C:10]([NH2:12])=[CH:11][C:5]=2[O:4][C:3]1([F:14])[F:13].[OH-:16].[Na+].[Cl:18][C:19]1[N:26]=[CH:25][CH:24]=[CH:23][C:20]=1[CH2:21]Cl. The catalyst is CCOC(C)=O. The product is [Cl:18][C:19]1[N:26]=[CH:25][CH:24]=[CH:23][C:20]=1[C:21]([NH:12][C:10]1[CH:9]=[CH:8][C:6]2[O:7][C:2]([F:1])([F:15])[C:3]([F:13])([F:14])[O:4][C:5]=2[CH:11]=1)=[O:16]. The yield is 0.970. (7) The reactants are [CH3:1][O:2][C:3]1[CH:8]=[CH:7][C:6]([CH:9]([C:42]2[CH:47]=[CH:46][C:45]([O:48][CH3:49])=[CH:44][CH:43]=2)[O:10][CH:11]([C:36]2[CH:41]=[CH:40][CH:39]=[CH:38][CH:37]=2)[CH:12]2[CH:16]([OH:17])[CH2:15][N:14]([C:18](=[O:35])[CH2:19][CH2:20][CH2:21][CH2:22][CH2:23][N:24]3[C:32](=[O:33])[C:31]4[C:26](=[CH:27][CH:28]=[CH:29][CH:30]=4)[C:25]3=[O:34])[CH2:13]2)=[CH:5][CH:4]=1.[C:50]1(=[O:56])[O:55][C:53](=[O:54])[CH2:52][CH2:51]1.C(N(CC)CC)C. The catalyst is CN(C1C=CN=CC=1)C.ClCCl. The product is [CH3:49][O:48][C:45]1[CH:46]=[CH:47][C:42]([CH:9]([C:6]2[CH:5]=[CH:4][C:3]([O:2][CH3:1])=[CH:8][CH:7]=2)[O:10][CH:11]([C:36]2[CH:37]=[CH:38][CH:39]=[CH:40][CH:41]=2)[CH:12]2[CH2:13][N:14]([C:18](=[O:35])[CH2:19][CH2:20][CH2:21][CH2:22][CH2:23][N:24]3[C:32](=[O:33])[C:31]4[C:26](=[CH:27][CH:28]=[CH:29][CH:30]=4)[C:25]3=[O:34])[CH2:15][CH:16]2[O:17][C:50](=[O:56])[CH2:51][CH2:52][C:53]([OH:55])=[O:54])=[CH:43][CH:44]=1. The yield is 0.890. (8) The reactants are [OH:1][C@@H:2]([CH3:28])[CH2:3][CH2:4][CH2:5][CH2:6][N:7]1[C:16](=[O:17])[C:15]2[NH:14][C:13]([CH2:18][NH:19][C:20]([O:22][C:23]([CH3:26])([CH3:25])[CH3:24])=[O:21])=[N:12][C:11]=2[N:10]([CH3:27])[C:8]1=[O:9].[CH3:29][S:30](O[S:30]([CH3:29])(=[O:32])=[O:31])(=[O:32])=[O:31]. The catalyst is CN(C)C1C=CN=CC=1.C(Cl)(Cl)Cl. The product is [CH3:29][S:30]([O:1][C@@H:2]([CH3:28])[CH2:3][CH2:4][CH2:5][CH2:6][N:7]1[C:16](=[O:17])[C:15]2[NH:14][C:13]([CH2:18][NH:19][C:20]([O:22][C:23]([CH3:24])([CH3:26])[CH3:25])=[O:21])=[N:12][C:11]=2[N:10]([CH3:27])[C:8]1=[O:9])(=[O:32])=[O:31]. The yield is 1.00. (9) The reactants are [C:1]1([CH:7]([C:21]2[CH:26]=[CH:25][CH:24]=[CH:23][CH:22]=2)[N:8]2[CH2:11][CH:10]([NH:12][NH:13]C(OC(C)(C)C)=O)[CH2:9]2)[CH:6]=[CH:5][CH:4]=[CH:3][CH:2]=1.[ClH:27]. The catalyst is O1CCOCC1. The product is [ClH:27].[ClH:27].[C:21]1([CH:7]([C:1]2[CH:6]=[CH:5][CH:4]=[CH:3][CH:2]=2)[N:8]2[CH2:11][CH:10]([NH:12][NH2:13])[CH2:9]2)[CH:22]=[CH:23][CH:24]=[CH:25][CH:26]=1. The yield is 0.850. (10) The reactants are [N+:1]([C:4]1[O:8][C:7]([C:9]([OH:11])=O)=[CH:6][CH:5]=1)([O-:3])=[O:2].CCN(C(C)C)C(C)C.CCN=C=NCCCN(C)C.C1C=CC2N(O)N=NC=2C=1.[CH:42]1[C:54]2[NH:53][C:52]3[C:47](=[CH:48][CH:49]=[CH:50][CH:51]=3)[C:46]=2[C:45]([O:55][CH2:56][CH:57]([OH:65])[CH2:58][N:59]2[CH2:64][CH2:63][NH:62][CH2:61][CH2:60]2)=[CH:44][CH:43]=1. The catalyst is CN(C=O)C.C(Cl)Cl. The product is [CH:42]1[C:54]2[NH:53][C:52]3[C:47](=[CH:48][CH:49]=[CH:50][CH:51]=3)[C:46]=2[C:45]([O:55][CH2:56][CH:57]([OH:65])[CH2:58][N:59]2[CH2:64][CH2:63][N:62]([C:9]([C:7]3[O:8][C:4]([N+:1]([O-:3])=[O:2])=[CH:5][CH:6]=3)=[O:11])[CH2:61][CH2:60]2)=[CH:44][CH:43]=1. The yield is 0.510.